Task: Binary Classification. Given a T-cell receptor sequence (or CDR3 region) and an epitope sequence, predict whether binding occurs between them.. Dataset: TCR-epitope binding with 47,182 pairs between 192 epitopes and 23,139 TCRs (1) The epitope is GTSGSPIINR. The TCR CDR3 sequence is CASSLGQPGELFF. Result: 0 (the TCR does not bind to the epitope). (2) The epitope is QARQMVQAMRTIGTHP. The TCR CDR3 sequence is CSVESAGGDYEQYF. Result: 0 (the TCR does not bind to the epitope).